This data is from Full USPTO retrosynthesis dataset with 1.9M reactions from patents (1976-2016). The task is: Predict the reactants needed to synthesize the given product. (1) Given the product [N:1]1[C:31]2[C:30](=[CH:35][CH:34]=[CH:33][CH:32]=2)[CH:29]=[CH:5][C:10]=1[CH2:9][Br:11], predict the reactants needed to synthesize it. The reactants are: [N:1]1[C:10]2[C:5](=CC=C[CH:9]=2)C=CC=1.[Br:11]N1C(=O)CCC1=O.[C:29](OO[C:29](=O)[C:30]1[CH:35]=[CH:34][CH:33]=[CH:32][CH:31]=1)(=O)[C:30]1[CH:35]=[CH:34][CH:33]=[CH:32][CH:31]=1.Br.C(=O)([O-])[O-].[Na+].[Na+]. (2) Given the product [I:1][C:2]1[C:6]([CH2:7][N:16]([CH3:15])[CH2:17][CH2:18][NH:19][C:20](=[O:26])[O:21][C:22]([CH3:23])([CH3:24])[CH3:25])=[CH:5][N:4]([CH:9]2[CH2:14][CH2:13][CH2:12][CH2:11][O:10]2)[N:3]=1, predict the reactants needed to synthesize it. The reactants are: [I:1][C:2]1[C:6]([CH:7]=O)=[CH:5][N:4]([CH:9]2[CH2:14][CH2:13][CH2:12][CH2:11][O:10]2)[N:3]=1.[CH3:15][NH:16][CH2:17][CH2:18][NH:19][C:20](=[O:26])[O:21][C:22]([CH3:25])([CH3:24])[CH3:23].[BH-](OC(C)=O)(OC(C)=O)OC(C)=O.[Na+]. (3) Given the product [F:23][C:24]1[C:29]([F:30])=[CH:28][CH:27]=[CH:26][C:25]=1[CH2:31][C:32]([N:3]1[C:11]2[C:6](=[CH:7][C:8]([C:12]3[C:20]4[C:15](=[N:16][CH:17]=[N:18][C:19]=4[NH2:21])[N:14]([CH3:22])[N:13]=3)=[CH:9][CH:10]=2)[CH2:5][CH2:4]1)=[O:33], predict the reactants needed to synthesize it. The reactants are: Cl.Cl.[NH:3]1[C:11]2[C:6](=[CH:7][C:8]([C:12]3[C:20]4[C:15](=[N:16][CH:17]=[N:18][C:19]=4[NH2:21])[N:14]([CH3:22])[N:13]=3)=[CH:9][CH:10]=2)[CH2:5][CH2:4]1.[F:23][C:24]1[C:29]([F:30])=[CH:28][CH:27]=[CH:26][C:25]=1[CH2:31][C:32](O)=[O:33].CN(C(ON1N=NC2C=CC=NC1=2)=[N+](C)C)C.F[P-](F)(F)(F)(F)F.CCN(C(C)C)C(C)C. (4) Given the product [CH3:22][O:18][C:17](=[O:19])[CH:15]([CH2:14][C:13]1[C:20]2[C:10](=[CH:9][CH:8]=[C:7]([O:6][CH3:5])[CH:21]=2)[NH:11][CH:12]=1)[NH2:16], predict the reactants needed to synthesize it. The reactants are: S(Cl)(Cl)=O.[CH3:5][O:6][C:7]1[CH:21]=[C:20]2[C:10]([NH:11][CH:12]=[C:13]2[CH2:14][CH:15]([C:17]([OH:19])=[O:18])[NH2:16])=[CH:9][CH:8]=1.[CH3:22]O.